This data is from Reaction yield outcomes from USPTO patents with 853,638 reactions. The task is: Predict the reaction yield, written as a fraction of the theoretical maximum amount of product (1.0 means a 100% yield; for example, 0.34 means a 34% yield). (1) The reactants are [NH2:1][C:2]1[S:3][CH:4]=[C:5]([CH2:11][O:12][CH2:13][O:14][CH3:15])[C:6]=1[S:7]([NH2:10])(=[O:9])=[O:8].[CH2:16]([N:23]1[C:32]2[C:27](=[CH:28][CH:29]=[CH:30][CH:31]=2)[C:26](=[O:33])[C:25](=[C:34](SC)SC)[C:24]1=[O:39])[C:17]1[CH:22]=[CH:21][CH:20]=[CH:19][CH:18]=1. The catalyst is C1(C)C=CC=CC=1. The product is [CH2:16]([N:23]1[C:32]2[C:27](=[CH:28][CH:29]=[CH:30][CH:31]=2)[C:26]([OH:33])=[C:25]([C:34]2[NH:1][C:2]3[S:3][CH:4]=[C:5]([CH2:11][O:12][CH2:13][O:14][CH3:15])[C:6]=3[S:7](=[O:8])(=[O:9])[N:10]=2)[C:24]1=[O:39])[C:17]1[CH:18]=[CH:19][CH:20]=[CH:21][CH:22]=1. The yield is 0.733. (2) The reactants are I[C:2]1[CH:11]=[CH:10][C:5]([C:6]([O:8][CH3:9])=[O:7])=[CH:4][CH:3]=1.C(=O)([O-])[O-].[Cs+].[Cs+].C(C1CCCCC1=O)(=O)C.[CH2:28]1[NH:33][CH2:32][CH2:31][N:30]2[CH2:34][CH2:35][CH2:36][CH:29]12. The catalyst is CN(C=O)C.[Cu]I. The product is [CH2:28]1[CH:29]2[CH2:36][CH2:35][CH2:34][N:30]2[CH2:31][CH2:32][N:33]1[C:2]1[CH:11]=[CH:10][C:5]([C:6]([O:8][CH3:9])=[O:7])=[CH:4][CH:3]=1. The yield is 0.602. (3) The reactants are [CH3:1][CH:2]1[NH:7][CH:6]([CH3:8])[CH2:5][N:4]([C:9]2[CH:14]=[CH:13][C:12]([N+:15]([O-])=O)=[CH:11][CH:10]=2)[CH2:3]1.NN. The catalyst is CO.[Ni]. The product is [CH3:8][CH:6]1[NH:7][CH:2]([CH3:1])[CH2:3][N:4]([C:9]2[CH:14]=[CH:13][C:12]([NH2:15])=[CH:11][CH:10]=2)[CH2:5]1. The yield is 0.670. (4) The reactants are [Cl:1][C:2]1[C:9]([O:10][CH3:11])=[CH:8][C:5]([CH:6]=[O:7])=[C:4]([O:12][CH3:13])[CH:3]=1.[BH4-].[Na+]. The catalyst is C(O)C. The product is [Cl:1][C:2]1[C:9]([O:10][CH3:11])=[CH:8][C:5]([CH2:6][OH:7])=[C:4]([O:12][CH3:13])[CH:3]=1. The yield is 0.960. (5) The reactants are [N+:1]([C:4]1[NH:8][N:7]=[C:6]([C:9]([OH:11])=[O:10])[CH:5]=1)([O-:3])=[O:2].S(=O)(=O)(O)O.[CH3:17]O. No catalyst specified. The product is [N+:1]([C:4]1[NH:8][N:7]=[C:6]([C:9]([O:11][CH3:17])=[O:10])[CH:5]=1)([O-:3])=[O:2]. The yield is 0.700. (6) The reactants are Br[C:2]1[C:3]2[C:8]([N:9]=[C:10]3[C:15]=1[CH:14]=[CH:13][C:12]([C:16]1[CH:21]=[C:20]([CH3:22])[CH:19]=[C:18]([CH3:23])[CH:17]=1)=[CH:11]3)=[CH:7][CH:6]=[CH:5][CH:4]=2.[Li]CCCC.[Sn:29](Cl)([CH3:32])([CH3:31])[CH3:30]. The catalyst is C(OCC)C.C1COCC1. The product is [CH3:23][C:18]1[CH:17]=[C:16]([C:12]2[CH:13]=[CH:14][C:15]3[C:10]([CH:11]=2)=[N:9][C:8]2[C:3](=[CH:4][CH:5]=[CH:6][CH:7]=2)[C:2]=3[Sn:29]([CH3:32])([CH3:31])[CH3:30])[CH:21]=[C:20]([CH3:22])[CH:19]=1. The yield is 0.910. (7) The reactants are C([Li])CCC.CCCCCC.C(NC(C)C)(C)C.[O:19]1[CH2:21][C@@H:20]1[CH2:22][CH2:23][C:24]([O:26][CH3:27])=[O:25].Cl. The catalyst is C1COCC1. The product is [OH:19][CH2:21][C@H:20]1[CH2:22][C@@H:23]1[C:24]([O:26][CH3:27])=[O:25]. The yield is 0.170. (8) The catalyst is [Pd].CN(C=O)C.CO. The product is [CH3:33][C:28]1[NH:29][C:30]2[C:26]([C:27]=1[CH3:34])=[CH:25][C:24]([NH:23][C:17]1[C:16]3[C:21](=[CH:22][C:13]([OH:12])=[C:14]([O:35][CH3:36])[CH:15]=3)[N:20]=[CH:19][N:18]=1)=[CH:32][CH:31]=2. The yield is 0.750. The reactants are C([O-])=O.[NH4+].C([O:12][C:13]1[CH:22]=[C:21]2[C:16]([C:17]([NH:23][C:24]3[CH:25]=[C:26]4[C:30](=[CH:31][CH:32]=3)[NH:29][C:28]([CH3:33])=[C:27]4[CH3:34])=[N:18][CH:19]=[N:20]2)=[CH:15][C:14]=1[O:35][CH3:36])C1C=CC=CC=1.N.